From a dataset of Full USPTO retrosynthesis dataset with 1.9M reactions from patents (1976-2016). Predict the reactants needed to synthesize the given product. (1) Given the product [CH2:15]([C:14]([C:10]1[S:9][C:8]([C:6]([NH:5][CH2:4][C:3]([OH:34])=[O:2])=[O:7])=[C:12]([CH3:13])[CH:11]=1)([C:17]1[CH:22]=[CH:21][C:20]([O:23][CH2:24][C:25]([CH2:26][CH3:27])([OH:28])[CH2:29][CH3:30])=[C:19]([CH3:31])[CH:18]=1)[CH2:32][CH3:33])[CH3:16], predict the reactants needed to synthesize it. The reactants are: C[O:2][C:3](=[O:34])[CH2:4][NH:5][C:6]([C:8]1[S:9][C:10]([C:14]([CH2:32][CH3:33])([C:17]2[CH:22]=[CH:21][C:20]([O:23][CH2:24][C:25]([CH2:29][CH3:30])([OH:28])[CH2:26][CH3:27])=[C:19]([CH3:31])[CH:18]=2)[CH2:15][CH3:16])=[CH:11][C:12]=1[CH3:13])=[O:7].[OH-].[Na+].Cl. (2) The reactants are: C([O:3][C:4](=[O:27])[CH:5]([CH2:20][C:21]1[CH:26]=[CH:25][CH:24]=[CH:23][CH:22]=1)[CH2:6][P:7]([CH:10]([NH:12][C:13]([O:15][C:16]([CH3:19])([CH3:18])[CH3:17])=[O:14])[CH3:11])([OH:9])=[O:8])C.[OH-].[Na+]. Given the product [CH2:20]([CH:5]([CH2:6][P:7]([CH:10]([NH:12][C:13]([O:15][C:16]([CH3:17])([CH3:19])[CH3:18])=[O:14])[CH3:11])([OH:9])=[O:8])[C:4]([OH:27])=[O:3])[C:21]1[CH:22]=[CH:23][CH:24]=[CH:25][CH:26]=1, predict the reactants needed to synthesize it. (3) Given the product [CH3:19][O:18][C:17]1[CH:20]=[CH:21][C:13]([CH2:12][N:3]2[C:4]3[C:9](=[CH:8][CH:7]=[CH:6][CH:5]=3)[CH2:10][CH:2]2[CH3:1])=[CH:14][C:15]=1[OH:16], predict the reactants needed to synthesize it. The reactants are: [CH3:1][CH:2]1[CH2:10][C:9]2[C:4](=[CH:5][CH:6]=[CH:7][CH:8]=2)[NH:3]1.O=[CH:12][C:13]1[CH:21]=[CH:20][C:17]([O:18][CH3:19])=[C:15]([OH:16])[CH:14]=1.C(O[BH-](OC(=O)C)OC(=O)C)(=O)C.[Na+].